Task: Predict the reactants needed to synthesize the given product.. Dataset: Full USPTO retrosynthesis dataset with 1.9M reactions from patents (1976-2016) (1) Given the product [F:17][C:16]([F:18])([F:19])[C:13]1[CH:14]=[CH:15][C:10]([CH2:9][N:1]2[CH2:6][CH2:5][C:4](=[O:7])[CH2:3][CH2:2]2)=[CH:11][CH:12]=1, predict the reactants needed to synthesize it. The reactants are: [NH:1]1[CH2:6][CH2:5][C:4](=[O:7])[CH2:3][CH2:2]1.Cl[CH2:9][C:10]1[CH:15]=[CH:14][C:13]([C:16]([F:19])([F:18])[F:17])=[CH:12][CH:11]=1. (2) Given the product [C:1]([N:4]1[CH2:5][CH2:49][CH2:35][C@H:7]1[CH2:6][C:8]([NH:10][C:11]1[CH:15]=[C:14]([CH3:16])[N:13]([CH2:17][C:18]2[C:26]3[O:25][C:24]([C:27]4[CH:32]=[CH:31][CH:30]=[CH:29][CH:28]=4)=[CH:23][C:22]=3[CH:21]=[C:20]([Cl:33])[CH:19]=2)[N:12]=1)=[O:9])(=[O:3])[CH3:2], predict the reactants needed to synthesize it. The reactants are: [C:1]([N:4]1[CH2:7][CH:6]([C:8]([NH:10][C:11]2[CH:15]=[C:14]([CH3:16])[N:13]([CH2:17][C:18]3[C:26]4[O:25][C:24]([C:27]5[CH:32]=[CH:31][CH:30]=[CH:29][CH:28]=5)=[CH:23][C:22]=4[CH:21]=[C:20]([Cl:33])[CH:19]=3)[N:12]=2)=[O:9])[CH2:5]1)(=[O:3])[CH3:2].Cl[C:35]1C=C(CN2C(C)=CC(NC(=O)C[C@@H]3CCCN3)=N2)C2OC(C3C=CC=CC=3)=CC=2[CH:49]=1. (3) Given the product [F:1][C:2]1[C:8]([N+:9]([O-:11])=[O:10])=[CH:7][C:5]([NH:6][CH2:23][C:22]2[C:25]([O:30][CH3:31])=[CH:26][CH:27]=[C:28]([F:29])[C:21]=2[F:20])=[C:4]([O:12][CH3:13])[CH:3]=1, predict the reactants needed to synthesize it. The reactants are: [F:1][C:2]1[C:8]([N+:9]([O-:11])=[O:10])=[CH:7][C:5]([NH2:6])=[C:4]([O:12][CH3:13])[CH:3]=1.C(=O)([O-])[O-].[K+].[K+].[F:20][C:21]1[C:28]([F:29])=[CH:27][CH:26]=[C:25]([O:30][CH3:31])[C:22]=1[CH2:23]Br.O. (4) Given the product [C:23]([NH:31][C:32]1[CH:33]=[C:34]([CH:38]=[CH:39][N:40]=1)[C:35]([NH:22][CH2:21][CH2:20][C:15]1[CH:16]=[CH:17][CH:18]=[CH:19][C:14]=1[F:13])=[O:36])(=[O:30])[C:24]1[CH:25]=[CH:26][CH:27]=[CH:28][CH:29]=1, predict the reactants needed to synthesize it. The reactants are: FC(F)(F)C1C=CC(CN)=CC=1.[F:13][C:14]1[CH:19]=[CH:18][CH:17]=[CH:16][C:15]=1[CH2:20][CH2:21][NH2:22].[C:23]([NH:31][C:32]1[CH:33]=[C:34]([CH:38]=[CH:39][N:40]=1)[C:35](O)=[O:36])(=[O:30])[C:24]1[CH:29]=[CH:28][CH:27]=[CH:26][CH:25]=1.